This data is from Peptide-MHC class I binding affinity with 185,985 pairs from IEDB/IMGT. The task is: Regression. Given a peptide amino acid sequence and an MHC pseudo amino acid sequence, predict their binding affinity value. This is MHC class I binding data. The peptide sequence is TLVQYMDDI. The MHC is Mamu-B8701 with pseudo-sequence Mamu-B8701. The binding affinity (normalized) is 0.0815.